Dataset: Peptide-MHC class II binding affinity with 134,281 pairs from IEDB. Task: Regression. Given a peptide amino acid sequence and an MHC pseudo amino acid sequence, predict their binding affinity value. This is MHC class II binding data. (1) The peptide sequence is DLMEFIDGISLGLIL. The MHC is DRB1_0701 with pseudo-sequence DRB1_0701. The binding affinity (normalized) is 0.807. (2) The MHC is DRB4_0101 with pseudo-sequence DRB4_0103. The binding affinity (normalized) is 0.150. The peptide sequence is LCSDKQPCNGVTMND. (3) The peptide sequence is INEPTAAAIAYGLDM. The MHC is HLA-DQA10401-DQB10402 with pseudo-sequence HLA-DQA10401-DQB10402. The binding affinity (normalized) is 0.286. (4) The binding affinity (normalized) is 0.982. The MHC is DRB1_0101 with pseudo-sequence DRB1_0101. The peptide sequence is FWYVNHTGFNVHSLP. (5) The peptide sequence is DTPYLDITYHFVMQRLPL. The MHC is DRB5_0101 with pseudo-sequence DRB5_0101. The binding affinity (normalized) is 0.565. (6) The peptide sequence is SVAGRVDGLELKKLG. The MHC is DRB3_0202 with pseudo-sequence DRB3_0202. The binding affinity (normalized) is 0.